From a dataset of Forward reaction prediction with 1.9M reactions from USPTO patents (1976-2016). Predict the product of the given reaction. (1) Given the reactants [OH:1][CH2:2][CH2:3][N:4]([C:35]1[CH:40]=[CH:39][CH:38]=[CH:37][CH:36]=1)[C:5]1[C:6]2[CH2:27][N:26](C(OC(C)(C)C)=O)[CH2:25][CH2:24][C:7]=2[N:8]=[C:9]([NH:11][C:12]2[CH:17]=[CH:16][C:15]([C:18]3[CH:19]=[N:20][N:21]([CH3:23])[CH:22]=3)=[CH:14][CH:13]=2)[N:10]=1.Cl, predict the reaction product. The product is: [CH3:23][N:21]1[CH:22]=[C:18]([C:15]2[CH:14]=[CH:13][C:12]([NH:11][C:9]3[N:10]=[C:5]([N:4]([C:35]4[CH:40]=[CH:39][CH:38]=[CH:37][CH:36]=4)[CH2:3][CH2:2][OH:1])[C:6]4[CH2:27][NH:26][CH2:25][CH2:24][C:7]=4[N:8]=3)=[CH:17][CH:16]=2)[CH:19]=[N:20]1. (2) Given the reactants [CH2:1]([N:8]1[C:13](=[O:14])[C:12]([C:15]#[N:16])=[C:11](Cl)[C:10]2[C:18]([CH3:21])=[CH:19][S:20][C:9]1=2)[C:2]1[CH:7]=[CH:6][CH:5]=[CH:4][CH:3]=1.C(N1C(=O)C(C#N)=C([N:38]2[CH2:43][CH2:42][N:41]([C:44]([C:46]3[S:47][CH:48]=[CH:49][CH:50]=3)=[O:45])[CH2:40][CH2:39]2)C2C=CSC1=2)C1C=CC=CC=1, predict the reaction product. The product is: [CH2:1]([N:8]1[C:13](=[O:14])[C:12]([C:15]#[N:16])=[C:11]([N:38]2[CH2:43][CH2:42][N:41]([C:44]([C:46]3[S:47][CH:48]=[CH:49][CH:50]=3)=[O:45])[CH2:40][CH2:39]2)[C:10]2[C:18]([CH3:21])=[CH:19][S:20][C:9]1=2)[C:2]1[CH:7]=[CH:6][CH:5]=[CH:4][CH:3]=1. (3) Given the reactants [CH3:1][CH:2](OS(C1C=CC(C)=CC=1)(=O)=O)[CH2:3][CH2:4][C:5]1[CH:10]=[CH:9][C:8]([C:11]2[CH:16]=[CH:15][N:14]=[C:13]([NH:17][CH:18]3[CH2:23][C:22]([CH3:25])([CH3:24])[NH:21][C:20]([CH3:27])([CH3:26])[CH2:19]3)[N:12]=2)=[CH:7][CH:6]=1.[C-:39]#[N:40].[Na+], predict the reaction product. The product is: [CH3:1][CH:2]([CH2:3][CH2:4][C:5]1[CH:6]=[CH:7][C:8]([C:11]2[CH:16]=[CH:15][N:14]=[C:13]([NH:17][CH:18]3[CH2:19][C:20]([CH3:27])([CH3:26])[NH:21][C:22]([CH3:24])([CH3:25])[CH2:23]3)[N:12]=2)=[CH:9][CH:10]=1)[C:39]#[N:40]. (4) Given the reactants [Cl:1][C:2]1[C:7]([N+:8]([O-])=O)=[CH:6][CH:5]=[CH:4][C:3]=1[NH:11][S:12]([CH2:15][CH2:16][CH3:17])(=[O:14])=[O:13].[NH4+].[Cl-], predict the reaction product. The product is: [NH2:8][C:7]1[C:2]([Cl:1])=[C:3]([NH:11][S:12]([CH2:15][CH2:16][CH3:17])(=[O:14])=[O:13])[CH:4]=[CH:5][CH:6]=1. (5) Given the reactants [CH2:1]([N:8]1[C:16]2[C:11](=[C:12]([N+:17]([O-:19])=[O:18])[CH:13]=[CH:14][CH:15]=2)[C:10](I)=[N:9]1)[C:2]1[CH:7]=[CH:6][CH:5]=[CH:4][CH:3]=1.[CH2:21]([Zn]CC)[CH3:22].CO.ClCCl, predict the reaction product. The product is: [CH2:1]([N:8]1[C:16]2[C:11](=[C:12]([N+:17]([O-:19])=[O:18])[CH:13]=[CH:14][CH:15]=2)[C:10]([CH2:21][CH3:22])=[N:9]1)[C:2]1[CH:7]=[CH:6][CH:5]=[CH:4][CH:3]=1. (6) Given the reactants [CH2:1]([O:8][C:9]1[CH:14]=[CH:13][C:12]([Cl:15])=[CH:11][C:10]=1B(O)O)[C:2]1[CH:7]=[CH:6][CH:5]=[CH:4][CH:3]=1.[Cl:19][C:20]1[CH:25]=[C:24]([S:26]([CH3:29])(=[O:28])=[O:27])[CH:23]=[CH:22][C:21]=1I, predict the reaction product. The product is: [Cl:19][C:20]1[CH:25]=[C:24]([S:26]([CH3:29])(=[O:28])=[O:27])[CH:23]=[CH:22][C:21]=1[C:10]1[CH:11]=[C:12]([Cl:15])[CH:13]=[CH:14][C:9]=1[O:8][CH2:1][C:2]1[CH:7]=[CH:6][CH:5]=[CH:4][CH:3]=1.